This data is from Forward reaction prediction with 1.9M reactions from USPTO patents (1976-2016). The task is: Predict the product of the given reaction. (1) The product is: [CH:4]12[O:37][CH:3]1[CH2:2][N:1]([C:6]1[N:11]=[C:10]([C:12]3[CH:17]=[CH:16][C:15]([O:18][C:19]4[CH:24]=[CH:23][C:22]([F:25])=[CH:21][CH:20]=4)=[CH:14][CH:13]=3)[N:9]=[C:8]([C:26]([NH2:28])=[O:27])[CH:7]=1)[CH2:5]2. Given the reactants [N:1]1([C:6]2[N:11]=[C:10]([C:12]3[CH:17]=[CH:16][C:15]([O:18][C:19]4[CH:24]=[CH:23][C:22]([F:25])=[CH:21][CH:20]=4)=[CH:14][CH:13]=3)[N:9]=[C:8]([C:26]([NH2:28])=[O:27])[CH:7]=2)[CH2:5][CH:4]=[CH:3][CH2:2]1.C1C=C(Cl)C=C(C(OO)=[O:37])C=1, predict the reaction product. (2) The product is: [ClH:9].[Cl:28][C:26]1[C:25]([Cl:29])=[CH:24][C:23]2[N:19]([C:12]3[N:11]=[C:10]([NH:1][C@H:2]4[CH2:7][CH2:6][C@H:5]([NH2:8])[CH2:4][CH2:3]4)[N:18]=[C:17]4[C:13]=3[N:14]=[CH:15][NH:16]4)[CH:20]=[N:21][C:22]=2[CH:27]=1. Given the reactants [NH2:1][C@H:2]1[CH2:7][CH2:6][C@H:5]([NH2:8])[CH2:4][CH2:3]1.[Cl:9][C:10]1[N:18]=[C:17]2[C:13]([N:14]=[CH:15][NH:16]2)=[C:12]([N:19]2[C:23]3[CH:24]=[C:25]([Cl:29])[C:26]([Cl:28])=[CH:27][C:22]=3[N:21]=[CH:20]2)[N:11]=1, predict the reaction product. (3) Given the reactants [C:1]1([C:7]2[CH:11]=[C:10]([CH2:12][CH2:13][OH:14])[NH:9][N:8]=2)[CH:6]=[CH:5][CH:4]=[CH:3][CH:2]=1.[Br:15]Br, predict the reaction product. The product is: [Br:15][C:11]1[C:7]([C:1]2[CH:2]=[CH:3][CH:4]=[CH:5][CH:6]=2)=[N:8][NH:9][C:10]=1[CH2:12][CH2:13][OH:14]. (4) The product is: [CH3:42][O:41][C:38]1[CH:37]=[CH:36][C:35]([CH2:34][N:8]([CH2:7][C:6]2[CH:5]=[CH:4][C:3]([O:2][CH3:1])=[CH:44][CH:43]=2)[C:9]2[N:14]=[C:13]([CH3:15])[N:12]=[C:11]([C:16]3[C:17]([NH:24][C:25]4[CH:26]=[N:27][C:28]([O:32][CH3:33])=[C:29]([F:31])[CH:30]=4)=[N:18][CH:19]=[C:20]([CH:23]=3)[C:21]([O:49][CH3:47])=[O:22])[N:10]=2)=[CH:40][CH:39]=1. Given the reactants [CH3:1][O:2][C:3]1[CH:44]=[CH:43][C:6]([CH2:7][N:8]([CH2:34][C:35]2[CH:40]=[CH:39][C:38]([O:41][CH3:42])=[CH:37][CH:36]=2)[C:9]2[N:14]=[C:13]([CH3:15])[N:12]=[C:11]([C:16]3[C:17]([NH:24][C:25]4[CH:26]=[N:27][C:28]([O:32][CH3:33])=[C:29]([F:31])[CH:30]=4)=[N:18][CH:19]=[C:20]([CH:23]=3)[CH:21]=[O:22])[N:10]=2)=[CH:5][CH:4]=1.CO.[C:47](O)(=[O:49])C.[C-]#N.[Na+], predict the reaction product. (5) Given the reactants [OH-].[K+].Cl.CN.[C:6]([N:11]1[CH2:16][CH:15]([CH3:17])[C:14](=O)[CH:13]([CH3:19])[CH2:12]1)([O:8][CH2:9][CH3:10])=[O:7].[C:20]([BH3-])#[N:21].[Na+], predict the reaction product. The product is: [CH3:20][NH:21][CH:14]1[CH:15]([CH3:17])[CH2:16][N:11]([C:6]([O:8][CH2:9][CH3:10])=[O:7])[CH2:12][CH:13]1[CH3:19]. (6) Given the reactants [CH2:1]([O:5][C:6]1[CH:11]=[CH:10][C:9]([CH2:12][C:13]([NH:16][CH2:17][C@@H:18]([C:20]2[C:28]3[S:27][C:26](=[O:29])[NH:25][C:24]=3[CH:23]=[C:22]([OH:30])[CH:21]=2)[OH:19])([CH3:15])[CH3:14])=[CH:8][CH:7]=1)[CH2:2][CH2:3][CH3:4].[C:31]([OH:35])(=[O:34])[CH2:32][OH:33], predict the reaction product. The product is: [C:31]([OH:35])(=[O:34])[CH2:32][OH:33].[CH2:1]([O:5][C:6]1[CH:11]=[CH:10][C:9]([CH2:12][C:13]([NH:16][CH2:17][C@@H:18]([C:20]2[C:28]3[S:27][C:26](=[O:29])[NH:25][C:24]=3[CH:23]=[C:22]([OH:30])[CH:21]=2)[OH:19])([CH3:14])[CH3:15])=[CH:8][CH:7]=1)[CH2:2][CH2:3][CH3:4].